This data is from Serine/threonine kinase 33 screen with 319,792 compounds. The task is: Binary Classification. Given a drug SMILES string, predict its activity (active/inactive) in a high-throughput screening assay against a specified biological target. The compound is S(=O)(=O)(NCC1CCC(CC1)C(=O)NC1CCCCCC1)c1ccc(NC(=O)C)cc1. The result is 0 (inactive).